This data is from Forward reaction prediction with 1.9M reactions from USPTO patents (1976-2016). The task is: Predict the product of the given reaction. (1) Given the reactants [Cl:1][C:2]1[CH:3]=[C:4]([C:12]2[CH:17]=[CH:16][CH:15]=[CH:14][C:13]=2[F:18])[CH:5]=[C:6]([N+:9]([O-])=O)[C:7]=1[NH2:8].[O:19]1[C:23]2([CH2:28][CH2:27][CH2:26][CH2:25][CH2:24]2)[CH2:22][C:21]([C:29](O)=O)=[N:20]1, predict the reaction product. The product is: [Cl:1][C:2]1[C:7]2[NH:8][C:29]([C:21]3[CH2:22][C:23]4([CH2:24][CH2:25][CH2:26][CH2:27][CH2:28]4)[O:19][N:20]=3)=[N:9][C:6]=2[CH:5]=[C:4]([C:12]2[CH:17]=[CH:16][CH:15]=[CH:14][C:13]=2[F:18])[CH:3]=1. (2) Given the reactants [CH2:1]([O:3][C:4](=[O:22])[CH2:5][CH2:6][N:7]([C:14](=[O:21])[CH2:15][CH2:16][CH2:17][CH2:18][CH2:19][NH2:20])[CH2:8][C:9]([O:11][CH2:12][CH3:13])=[O:10])[CH3:2].C(N(C(C)C)CC)(C)C.[CH3:32][C@@H:33]([C@@H:40]1[C@@:44]2([CH3:62])[CH2:45][CH2:46][CH:47]3[C@@:52]4([CH3:61])[CH2:53][CH2:54][CH:55]([O:57][C:58](Cl)=[O:59])[CH2:56][C:51]4=[CH:50][CH2:49][CH:48]3[CH:43]2[CH2:42][CH2:41]1)[CH2:34][CH2:35][CH2:36][CH:37]([CH3:39])[CH3:38], predict the reaction product. The product is: [CH2:1]([O:3][C:4](=[O:22])[CH2:5][CH2:6][N:7]([C:14](=[O:21])[CH2:15][CH2:16][CH2:17][CH2:18][CH2:19][NH:20][C:58]([O:57][CH:55]1[CH2:56][C:51]2[C:52]([CH3:61])([CH:47]3[CH:48]([CH2:49][CH:50]=2)[CH:43]2[C:44]([CH3:62])([CH:40]([CH:33]([CH3:32])[CH2:34][CH2:35][CH2:36][CH:37]([CH3:38])[CH3:39])[CH2:41][CH2:42]2)[CH2:45][CH2:46]3)[CH2:53][CH2:54]1)=[O:59])[CH2:8][C:9]([O:11][CH2:12][CH3:13])=[O:10])[CH3:2]. (3) Given the reactants [Mg].Br[CH2:3][CH:4]1[CH2:8][CH2:7][O:6][CH2:5]1.Br[C:10]1[CH:15]=[CH:14][C:13]([Br:16])=[CH:12][N:11]=1, predict the reaction product. The product is: [Br:16][C:13]1[CH:14]=[CH:15][C:10]([CH2:3][CH:4]2[CH2:8][CH2:7][O:6][CH2:5]2)=[N:11][CH:12]=1. (4) Given the reactants Br[CH2:2][C:3]1[CH:8]=[CH:7][C:6]([S:9]([C:11]2[CH:16]=[CH:15][C:14]([CH3:17])=[CH:13][CH:12]=2)=[O:10])=[CH:5][CH:4]=1.[CH:18]1([C:21]([NH:23][C:24]2[CH:29]=[CH:28][C:27]([CH3:30])=[C:26]([CH:31]3[CH2:36][CH2:35][NH:34][CH2:33][CH2:32]3)[CH:25]=2)=[O:22])[CH2:20][CH2:19]1.C(=O)([O-])[O-].[K+].[K+].N[C@H](C(O)=O)CC1C=C2C(C=CC=C2)=CC=1, predict the reaction product. The product is: [CH:18]1([C:21]([NH:23][C:24]2[CH:29]=[CH:28][C:27]([CH3:30])=[C:26]([CH:31]3[CH2:32][CH2:33][N:34]([CH2:2][C:3]4[CH:8]=[CH:7][C:6]([S:9]([C:11]5[CH:16]=[CH:15][C:14]([CH3:17])=[CH:13][CH:12]=5)=[O:10])=[CH:5][CH:4]=4)[CH2:35][CH2:36]3)[CH:25]=2)=[O:22])[CH2:19][CH2:20]1.